The task is: Predict the reaction yield, written as a fraction of the theoretical maximum amount of product (1.0 means a 100% yield; for example, 0.34 means a 34% yield).. This data is from Reaction yield outcomes from USPTO patents with 853,638 reactions. (1) The reactants are Br[C:2]1[CH:28]=[CH:27][C:5]([O:6][CH:7]2[CH2:11][CH2:10][N:9]([CH:12]3[CH2:17][CH2:16][N:15]([C:18]4[S:22][N:21]=[C:20]([CH:23]([CH3:25])[CH3:24])[N:19]=4)[CH2:14][CH2:13]3)[C:8]2=[O:26])=[C:4]([F:29])[CH:3]=1.[C:30]1([S:36]([O-:38])=[O:37])[CH:35]=[CH:34][CH:33]=[CH:32][CH:31]=1.[Na+].[C@@H]1(N)CCCC[C@H]1N. The catalyst is CS(C)=O. The product is [F:29][C:4]1[CH:3]=[C:2]([S:36]([C:30]2[CH:35]=[CH:34][CH:33]=[CH:32][CH:31]=2)(=[O:38])=[O:37])[CH:28]=[CH:27][C:5]=1[O:6][CH:7]1[CH2:11][CH2:10][N:9]([CH:12]2[CH2:17][CH2:16][N:15]([C:18]3[S:22][N:21]=[C:20]([CH:23]([CH3:25])[CH3:24])[N:19]=3)[CH2:14][CH2:13]2)[C:8]1=[O:26]. The yield is 0.746. (2) The reactants are [CH:1]([C:4]1[CH:9]=[CH:8][C:7]([C:10]2[C:14]3[C:15]([CH3:30])=[C:16]([NH:21][C:22](=O)[C:23]4[CH:28]=[CH:27][CH:26]=[CH:25][CH:24]=4)[C:17]([CH3:20])=[C:18]([CH3:19])[C:13]=3[O:12][C:11]=2[CH3:31])=[CH:6][CH:5]=1)([CH3:3])[CH3:2]. The catalyst is C(O)C. The product is [CH2:22]([NH:21][C:16]1[C:17]([CH3:20])=[C:18]([CH3:19])[C:13]2[O:12][C:11]([CH3:31])=[C:10]([C:7]3[CH:6]=[CH:5][C:4]([CH:1]([CH3:2])[CH3:3])=[CH:9][CH:8]=3)[C:14]=2[C:15]=1[CH3:30])[C:23]1[CH:28]=[CH:27][CH:26]=[CH:25][CH:24]=1. The yield is 0.550. (3) The reactants are [Cl:1][C:2]1[C:3]([NH:12][C:13]2[CH:17]=[C:16]([O:18][CH:19]([CH3:21])[CH3:20])[NH:15][N:14]=2)=[N:4][C:5](Cl)=[C:6]([N+:8]([O-:10])=[O:9])[CH:7]=1.[F:22][C:23]1[CH:28]=[CH:27][C:26]([C@@H:29]([NH2:31])[CH3:30])=[CH:25][CH:24]=1.CCN(C(C)C)C(C)C. The catalyst is CCCCO. The product is [Cl:1][C:2]1[C:3]([NH:12][C:13]2[CH:17]=[C:16]([O:18][CH:19]([CH3:21])[CH3:20])[NH:15][N:14]=2)=[N:4][C:5]([NH:31][C@H:29]([C:26]2[CH:27]=[CH:28][C:23]([F:22])=[CH:24][CH:25]=2)[CH3:30])=[C:6]([N+:8]([O-:10])=[O:9])[CH:7]=1. The yield is 0.980. (4) The reactants are [N:1]1([CH2:7][CH2:8][NH:9][C:10]2[C:18]3[O:17][CH:16]=[CH:15][C:14]=3[CH:13]=[C:12]([NH2:19])[CH:11]=2)[CH2:6][CH2:5][O:4][CH2:3][CH2:2]1.C(N(CC)CC)C.[C:27]1([S:33]([Cl:36])(=[O:35])=[O:34])[CH:32]=[CH:31][CH:30]=[CH:29][CH:28]=1. The catalyst is ClCCl. The product is [ClH:36].[N:1]1([CH2:7][CH2:8][NH:9][C:10]2[C:18]3[O:17][CH:16]=[CH:15][C:14]=3[CH:13]=[C:12]([NH:19][S:33]([C:27]3[CH:32]=[CH:31][CH:30]=[CH:29][CH:28]=3)(=[O:35])=[O:34])[CH:11]=2)[CH2:6][CH2:5][O:4][CH2:3][CH2:2]1. The yield is 0.320. (5) The reactants are Cl[C:2]1[CH:3]=[C:4]([C:20]([NH:22][CH2:23][C:24]2[CH:29]=[CH:28][C:27]([S:30]([N:33]([CH3:35])[CH3:34])(=[O:32])=[O:31])=[CH:26][CH:25]=2)=[O:21])[C:5](=[O:19])[N:6]([C:9]2[CH:14]=[CH:13][CH:12]=[C:11]([C:15]([F:18])([F:17])[F:16])[CH:10]=2)[C:7]=1[CH3:8].C([O-])=O.[NH4+]. The catalyst is CO.[Pd]. The product is [CH3:35][N:33]([CH3:34])[S:30]([C:27]1[CH:26]=[CH:25][C:24]([CH2:23][NH:22][C:20]([C:4]2[C:5](=[O:19])[N:6]([C:9]3[CH:14]=[CH:13][CH:12]=[C:11]([C:15]([F:18])([F:17])[F:16])[CH:10]=3)[C:7]([CH3:8])=[CH:2][CH:3]=2)=[O:21])=[CH:29][CH:28]=1)(=[O:31])=[O:32]. The yield is 0.430. (6) The reactants are [Br:1][C:2]1[CH:3]=[CH:4][C:5]2[O:14][CH2:13][CH2:12][N:11]3[C:7](=[N:8][C:9]([C:15](O)=[O:16])=[CH:10]3)[C:6]=2[CH:18]=1.C(Cl)(C([Cl:23])=O)=O.CN(C)C=O. The catalyst is C(#N)C.C(Cl)Cl. The product is [Br:1][C:2]1[CH:3]=[CH:4][C:5]2[O:14][CH2:13][CH2:12][N:11]3[C:7](=[N:8][C:9]([C:15]([Cl:23])=[O:16])=[CH:10]3)[C:6]=2[CH:18]=1. The yield is 0.940.